Dataset: Forward reaction prediction with 1.9M reactions from USPTO patents (1976-2016). Task: Predict the product of the given reaction. (1) Given the reactants [C:1]([C:5]([NH:7][C@@H:8]([C@@H:13]([C:15]1[O:19][N:18]=[C:17]([C:20]2[CH:25]=[CH:24][C:23]([S:26]([CH3:29])(=[O:28])=[O:27])=[CH:22][C:21]=2[Cl:30])[N:16]=1)[CH3:14])[C:9]([O:11]C)=[O:10])=[O:6])([CH3:4])([CH3:3])[CH3:2].O1CCCC1.O.[OH-].[Li+], predict the reaction product. The product is: [C:1]([C:5]([NH:7][C@@H:8]([C@@H:13]([C:15]1[O:19][N:18]=[C:17]([C:20]2[CH:25]=[CH:24][C:23]([S:26]([CH3:29])(=[O:28])=[O:27])=[CH:22][C:21]=2[Cl:30])[N:16]=1)[CH3:14])[C:9]([OH:11])=[O:10])=[O:6])([CH3:2])([CH3:3])[CH3:4]. (2) Given the reactants [Cl:1][C:2]1[CH:21]=[CH:20][C:5]([CH2:6][NH:7][C:8]([C:10]2[C:11]([OH:19])=[C:12]3[S:18][CH:17]=[CH:16][C:13]3=[N:14][CH:15]=2)=[O:9])=[CH:4][CH:3]=1.C(=O)([O-])[O-].[K+].[K+].I[CH2:29][CH3:30].O, predict the reaction product. The product is: [Cl:1][C:2]1[CH:3]=[CH:4][C:5]([CH2:6][NH:7][C:8]([C:10]2[C:11](=[O:19])[C:12]3[S:18][CH:17]=[CH:16][C:13]=3[N:14]([CH2:29][CH3:30])[CH:15]=2)=[O:9])=[CH:20][CH:21]=1. (3) Given the reactants [N:1]1[CH:6]=[CH:5][CH:4]=[C:3]([C:7]2[CH:8]=[C:9]([C:17]3[CH:22]=[CH:21][CH:20]=[CH:19][N:18]=3)[C:10]3[S:14][C:13]([NH2:15])=[N:12][C:11]=3[CH:16]=2)[CH:2]=1.C(N(CC)CC)C.Cl[C:31]([O:33][CH2:34][CH3:35])=[O:32], predict the reaction product. The product is: [CH2:34]([O:33][C:31](=[O:32])[NH:15][C:13]1[S:14][C:10]2[C:9]([C:17]3[CH:22]=[CH:21][CH:20]=[CH:19][N:18]=3)=[CH:8][C:7]([C:3]3[CH:2]=[N:1][CH:6]=[CH:5][CH:4]=3)=[CH:16][C:11]=2[N:12]=1)[CH3:35]. (4) Given the reactants [Si]([O:8]CC1C=CC(C(F)(F)F)=CN=1)(C(C)(C)C)(C)C.[Si:20]([O:27][CH2:28][C:29]1[CH:34]=[CH:33][C:32]([O:35][CH3:36])=[CH:31][N:30]=1)([C:23]([CH3:26])([CH3:25])[CH3:24])([CH3:22])[CH3:21], predict the reaction product. The product is: [Si:20]([O:27][CH2:28][C:29]1[CH:34]=[CH:33][C:32]([O:35][CH3:36])=[CH:31][N+:30]=1[O-:8])([C:23]([CH3:26])([CH3:25])[CH3:24])([CH3:21])[CH3:22]. (5) Given the reactants N[C:2]1[C:10]2S[N:8]=[CH:7][C:6]=2[CH:5]=[C:4]([N+:11]([O-:13])=[O:12])[CH:3]=1.S(=O)(=O)(O)O.P(=O)(O)(O)O.[N:24](OS(=O)(=O)O)=O.[CH:31]([O:33][C:34](=[O:46])[CH2:35][CH2:36][N:37]([CH2:44][CH3:45])[C:38]1[CH:43]=[CH:42][CH:41]=[CH:40][CH:39]=1)=[CH2:32].[S:47](=O)(=O)(O)[NH2:48], predict the reaction product. The product is: [CH:31]([O:33][C:34](=[O:46])[CH2:35][CH2:36][N:37]([CH2:44][CH3:45])[C:38]1[CH:43]=[CH:42][C:41]([N:24]=[N:8][C:7]2[S:47][N:48]=[C:10]3[CH:2]=[CH:3][C:4]([N+:11]([O-:13])=[O:12])=[CH:5][C:6]=23)=[CH:40][CH:39]=1)=[CH2:32]. (6) Given the reactants Cl[S:2]([C:5]1[S:6][C:7]([C:10]#[C:11][CH2:12][CH2:13][CH3:14])=[CH:8][CH:9]=1)(=[O:4])=[O:3].[NH2:15][C:16]1[O:20][N:19]=[C:18]([CH3:21])[C:17]=1[Br:22], predict the reaction product. The product is: [Br:22][C:17]1[C:18]([CH3:21])=[N:19][O:20][C:16]=1[NH:15][S:2]([C:5]1[S:6][C:7]([C:10]#[C:11][CH2:12][CH2:13][CH3:14])=[CH:8][CH:9]=1)(=[O:4])=[O:3]. (7) Given the reactants [F:1][C:2]1[CH:3]=[C:4]([NH:9][C:10]2[C:11](=[O:23])[NH:12][C:13](=[O:22])[C:14]=2[C:15]2[CH:20]=[CH:19][C:18](I)=[CH:17][CH:16]=2)[CH:5]=[CH:6][C:7]=1[CH3:8].CO.[C]=O.C(N(CC)CC)C.[C:35]([O:38][CH2:39]C)(=[O:37])C, predict the reaction product. The product is: [F:1][C:2]1[CH:3]=[C:4]([NH:9][C:10]2[C:11](=[O:23])[NH:12][C:13](=[O:22])[C:14]=2[C:15]2[CH:20]=[CH:19][C:18]([C:35]([O:38][CH3:39])=[O:37])=[CH:17][CH:16]=2)[CH:5]=[CH:6][C:7]=1[CH3:8].